From a dataset of Peptide-MHC class I binding affinity with 185,985 pairs from IEDB/IMGT. Regression. Given a peptide amino acid sequence and an MHC pseudo amino acid sequence, predict their binding affinity value. This is MHC class I binding data. (1) The MHC is Mamu-B17 with pseudo-sequence Mamu-B17. The binding affinity (normalized) is 0.360. The peptide sequence is YKHLIMFEQY. (2) The binding affinity (normalized) is 0.0847. The peptide sequence is FIIDNFGSV. The MHC is HLA-B44:02 with pseudo-sequence HLA-B44:02. (3) The peptide sequence is KSLYNTVCV. The MHC is Mamu-A70103 with pseudo-sequence Mamu-A70103. The binding affinity (normalized) is 0. (4) The peptide sequence is VESAVLRGF. The MHC is Mamu-A11 with pseudo-sequence Mamu-A11. The binding affinity (normalized) is 0.557.